This data is from Full USPTO retrosynthesis dataset with 1.9M reactions from patents (1976-2016). The task is: Predict the reactants needed to synthesize the given product. (1) Given the product [F:19][C:16]1[CH:15]=[CH:14][C:13]([O:12][C:10]([N:7]2[CH2:8][CH2:9][CH:4]([CH2:1][C:2]#[C:3][C:21]3[N:22]=[C:23]([NH2:39])[C:24]4[N:25]=[CH:26][N:27]([C:37]=4[N:38]=3)[C@@H:28]3[O:36][C@H:33]([CH2:34][OH:35])[C@@H:31]([OH:32])[C@H:29]3[OH:30])[CH2:5][CH2:6]2)=[O:11])=[CH:18][CH:17]=1, predict the reactants needed to synthesize it. The reactants are: [CH2:1]([CH:4]1[CH2:9][CH2:8][N:7]([C:10]([O:12][C:13]2[CH:18]=[CH:17][C:16]([F:19])=[CH:15][CH:14]=2)=[O:11])[CH2:6][CH2:5]1)[C:2]#[CH:3].I[C:21]1[N:22]=[C:23]([NH2:39])[C:24]2[N:25]=[CH:26][N:27]([C:37]=2[N:38]=1)[C@@H:28]1[O:36][C@H:33]([CH2:34][OH:35])[C@@H:31]([OH:32])[C@H:29]1[OH:30]. (2) Given the product [Cl:31][C:28]1[CH:29]=[CH:30][C:25]([CH:10]2[C:5]3[N:6]([CH:7]([CH3:9])[CH3:8])[C:2]([C:37]4[CH2:36][C:35]([CH3:49])([CH3:48])[NH:34][C:33]([CH3:50])([CH3:32])[CH:38]=4)=[N:3][C:4]=3[C:12](=[O:13])[N:11]2[C:14]2[CH:15]=[C:16]([CH3:24])[C:17]3[N:18]([C:20]([CH3:23])=[N:21][N:22]=3)[CH:19]=2)=[CH:26][CH:27]=1, predict the reactants needed to synthesize it. The reactants are: Br[C:2]1[N:6]([CH:7]([CH3:9])[CH3:8])[C:5]2[CH:10]([C:25]3[CH:30]=[CH:29][C:28]([Cl:31])=[CH:27][CH:26]=3)[N:11]([C:14]3[CH:15]=[C:16]([CH3:24])[C:17]4[N:18]([C:20]([CH3:23])=[N:21][N:22]=4)[CH:19]=3)[C:12](=[O:13])[C:4]=2[N:3]=1.[CH3:32][C:33]1([CH3:50])[CH2:38][C:37](B2OC(C)(C)C(C)(C)O2)=[CH:36][C:35]([CH3:49])([CH3:48])[NH:34]1. (3) The reactants are: [NH2:1][C:2]1[CH:3]=[N:4][CH:5]=[CH:6][CH:7]=1.ClC1C=C[C:16]2[C:11](=[CH:12][C:13]([C:19]3[NH:27][C:26]4[CH2:25][CH2:24][NH:23][C:22](=[O:28])[C:21]=4[CH:20]=3)=[CH:14][CH:15]=2)N=1.[Li+].C[Si]([N-:34][Si](C)(C)C)(C)C.[CH2:39]1[CH2:43]OC[CH2:40]1. Given the product [N:4]1[CH:5]=[CH:6][CH:7]=[C:2]([NH:1][C:43]2[CH:39]=[CH:40][C:11]3[C:12](=[C:13]([C:19]4[NH:27][C:26]5[CH2:25][CH2:24][NH:23][C:22](=[O:28])[C:21]=5[CH:20]=4)[CH:14]=[CH:15][CH:16]=3)[N:34]=2)[CH:3]=1, predict the reactants needed to synthesize it. (4) Given the product [CH:3](/[C:11]1[O:12][CH:13]=[C:14]([CH2:16][OH:17])[N:15]=1)=[CH:4]\[C:5]1[CH:6]=[CH:7][CH:8]=[CH:9][CH:10]=1, predict the reactants needed to synthesize it. The reactants are: N#N.[CH:3](/[C:11]1[O:12][CH:13]=[C:14]([C:16](OCC)=[O:17])[N:15]=1)=[CH:4]\[C:5]1[CH:10]=[CH:9][CH:8]=[CH:7][CH:6]=1.CC(C[AlH]CC(C)C)C.[C@H](O)(C([O-])=O)[C@@H](O)C([O-])=O.[Na+].[K+]. (5) Given the product [O:3]1[CH2:4][CH2:5][O:1][CH:2]1[C:6]1[S:10][C:9]([C:11]2[CH:12]=[C:13]3[C:17](=[CH:18][CH:19]=2)[C:16](=[O:20])[N:15]([CH2:23][CH2:24][CH2:25][CH3:26])[CH2:14]3)=[CH:8][CH:7]=1, predict the reactants needed to synthesize it. The reactants are: [O:1]1[CH2:5][CH2:4][O:3][CH:2]1[C:6]1[S:10][C:9]([C:11]2[CH:12]=[C:13]3[C:17](=[CH:18][CH:19]=2)[C:16](=[O:20])[NH:15][CH2:14]3)=[CH:8][CH:7]=1.[H-].[Na+].[CH2:23](I)[CH2:24][CH2:25][CH3:26]. (6) Given the product [C:1]([O:5][C:6]([N:8]1[CH2:16][C:15]2[C:10](=[CH:11][CH:12]=[CH:13][CH:14]=2)[CH:9]1[CH2:17][C:18]([OH:20])=[O:19])=[O:7])([CH3:4])([CH3:2])[CH3:3], predict the reactants needed to synthesize it. The reactants are: [C:1]([O:5][C:6]([N:8]1[CH2:16][C:15]2[C:10](=[CH:11][CH:12]=[CH:13][CH:14]=2)[CH:9]1[CH2:17][C:18]([O:20]C)=[O:19])=[O:7])([CH3:4])([CH3:3])[CH3:2].[OH-].[Na+]. (7) The reactants are: Cl.Cl.C([N:10]1[CH2:15][CH2:14][N:13]([C:16]([CH3:19])([CH3:18])[CH3:17])[CH2:12][CH2:11]1)C1C=CC=CC=1. Given the product [C:16]([N:13]1[CH2:14][CH2:15][NH:10][CH2:11][CH2:12]1)([CH3:19])([CH3:18])[CH3:17], predict the reactants needed to synthesize it. (8) Given the product [NH2:26][C:23]1[CH:24]=[CH:25][C:20]([S:19][C:16]2[CH:17]=[CH:18][C:13]([C:11]([NH:10][C@H:1]3[C:9]4[C:4](=[CH:5][CH:6]=[CH:7][CH:8]=4)[CH2:3][CH2:2]3)=[O:12])=[CH:14][C:15]=2[NH:34][C:35]2[C:36]3[CH:44]=[CH:43][C:42]([CH:45]([CH3:47])[CH3:46])=[N:41][C:37]=3[N:38]=[CH:39][N:40]=2)=[CH:21][CH:22]=1, predict the reactants needed to synthesize it. The reactants are: [C@H:1]1([NH:10][C:11]([C:13]2[CH:18]=[CH:17][C:16]([S:19][C:20]3[CH:25]=[CH:24][C:23]([NH:26]C(=O)OC(C)(C)C)=[CH:22][CH:21]=3)=[C:15]([NH:34][C:35]3[C:36]4[CH:44]=[CH:43][C:42]([CH:45]([CH3:47])[CH3:46])=[N:41][C:37]=4[N:38]=[CH:39][N:40]=3)[CH:14]=2)=[O:12])[C:9]2[C:4](=[CH:5][CH:6]=[CH:7][CH:8]=2)[CH2:3][CH2:2]1.C(OC(=O)NC1C=CC(SC2C=CC(C(=O)N[C@H](C3C=CC=CC=3)C)=CC=2NC2C3C=CC(C(C)C)=NC=3N=CN=2)=CC=1)(C)(C)C.